Dataset: Reaction yield outcomes from USPTO patents with 853,638 reactions. Task: Predict the reaction yield, written as a fraction of the theoretical maximum amount of product (1.0 means a 100% yield; for example, 0.34 means a 34% yield). (1) The reactants are [CH:1]([C:4]1[CH:9]=[CH:8][C:7]([CH:10]([CH3:13])[C:11]#[N:12])=[CH:6][CH:5]=1)([CH3:3])[CH3:2].B.CSC.[ClH:18]. The catalyst is O1CCCC1.CO. The product is [ClH:18].[CH:1]([C:4]1[CH:5]=[CH:6][C:7]([CH:10]([CH3:13])[CH2:11][NH2:12])=[CH:8][CH:9]=1)([CH3:3])[CH3:2]. The yield is 0.730. (2) The reactants are [C:1]([C:5]1[CH:10]=[CH:9][C:8]([OH:11])=[CH:7][CH:6]=1)([CH3:4])([CH3:3])[CH3:2].CO.O.C(Cl)[Cl:16]. No catalyst specified. The product is [C:1]([C:5]1[CH:6]=[CH:7][C:8]([OH:11])=[C:9]([Cl:16])[CH:10]=1)([CH3:4])([CH3:2])[CH3:3]. The yield is 0.950. (3) The reactants are [O:1]=[C:2]1[C:11]2[C:6](=[C:7]([C:12]([OH:14])=[O:13])[CH:8]=[CH:9][CH:10]=2)[N:5]=[CH:4][NH:3]1.S(=O)(=O)(O)O.[OH-].[Na+].[CH3:22]O. No catalyst specified. The product is [O:1]=[C:2]1[C:11]2[C:6](=[C:7]([C:12]([O:14][CH3:22])=[O:13])[CH:8]=[CH:9][CH:10]=2)[N:5]=[CH:4][NH:3]1. The yield is 0.940. (4) The reactants are [N+:1]([C:4]1[NH:8][N:7]=[C:6]([C:9]([O:11][CH3:12])=[O:10])[CH:5]=1)([O-:3])=[O:2].[O:13]1[CH:18]=[CH:17][CH2:16][CH2:15][CH2:14]1.FC(F)(F)C(O)=O. The catalyst is CC#N. The product is [O:13]1[CH2:18][CH2:17][CH2:16][CH2:15][CH:14]1[N:8]1[C:4]([N+:1]([O-:3])=[O:2])=[CH:5][C:6]([C:9]([O:11][CH3:12])=[O:10])=[N:7]1. The yield is 0.330. (5) The reactants are [Br:1][C:2]1[CH:10]=[CH:9][C:8]([N+:11]([O-])=O)=[CH:7][C:3]=1[C:4]([OH:6])=[O:5].[H][H]. The catalyst is CO.[Pd]. The product is [NH2:11][C:8]1[CH:9]=[CH:10][C:2]([Br:1])=[C:3]([CH:7]=1)[C:4]([OH:6])=[O:5]. The yield is 0.912. (6) The product is [S:1]1[CH:5]=[C:4]([CH2:6][CH2:7][CH:8]=[O:11])[N:3]=[CH:2]1. The reactants are [S:1]1[CH:5]=[C:4]([CH2:6][CH2:7][CH:8]([OH:11])CO)[N:3]=[CH:2]1.CCOC(C)=O. The catalyst is C1COCC1.O. The yield is 0.790. (7) The reactants are [CH3:1][N:2]1[CH2:7][CH2:6][CH:5]([CH2:8][CH2:9][CH2:10][CH2:11][O:12][C:13]2[CH:14]=[C:15]([CH:18]=[CH:19][N:20]=2)[C:16]#[N:17])[CH2:4][CH2:3]1.C[N:22]1[CH2:27][CH2:26][CH:25]([CH2:28][CH2:29][CH2:30][CH2:31]O)CC1.[H-].[Na+].Cl[C:36]1C=C(C=CN=1)C#N.C([O-])(O)=O.[Na+]. The catalyst is CN(C=O)C.O. The product is [CH3:31][C:30]1[C:27]2[N:22]=[C:16]([C:15]3[CH:18]=[CH:19][N:20]=[C:13]([O:12][CH2:11][CH2:10][CH2:9][CH2:8][CH:5]4[CH2:6][CH2:7][N:2]([CH3:1])[CH2:3][CH2:4]4)[CH:14]=3)[NH:17][C:26]=2[CH:25]=[C:28]([CH3:36])[CH:29]=1. The yield is 0.280. (8) The reactants are [CH3:1][N:2]1[C:6]([C:7]2[CH:12]=[C:11]([N+:13]([O-:15])=[O:14])[CH:10]=[CH:9][C:8]=2[OH:16])=[CH:5][CH:4]=[N:3]1.Br.Br[CH2:19][C:20]1[CH:25]=[CH:24][CH:23]=[CH:22][N:21]=1.C(=O)([O-])[O-].[K+].[K+]. The catalyst is CS(C)=O. The product is [CH3:1][N:2]1[C:6]([C:7]2[CH:12]=[C:11]([N+:13]([O-:15])=[O:14])[CH:10]=[CH:9][C:8]=2[O:16][CH2:19][C:20]2[CH:25]=[CH:24][CH:23]=[CH:22][N:21]=2)=[CH:5][CH:4]=[N:3]1. The yield is 0.810. (9) The reactants are Br[C:2]1[CH:14]=[CH:13][C:5]([O:6][C:7]2[CH:12]=[CH:11][CH:10]=[CH:9][N:8]=2)=[CH:4][CH:3]=1.[B:15]1([B:15]2[O:19][C:18]([CH3:21])([CH3:20])[C:17]([CH3:23])([CH3:22])[O:16]2)[O:19][C:18]([CH3:21])([CH3:20])[C:17]([CH3:23])([CH3:22])[O:16]1.FC1C(C)=C(C=CC=1B1OC(C)(C)C(C)(C)O1)OC1CCCCO1. No catalyst specified. The product is [CH3:22][C:17]1([CH3:23])[C:18]([CH3:21])([CH3:20])[O:19][B:15]([C:2]2[CH:14]=[CH:13][C:5]([O:6][C:7]3[CH:12]=[CH:11][CH:10]=[CH:9][N:8]=3)=[CH:4][CH:3]=2)[O:16]1. The yield is 1.00. (10) The reactants are [Cl:1][C:2]1[CH:3]=[C:4](B(O)O)[CH:5]=[CH:6][CH:7]=1.Br[C:12]1[CH:13]=[CH:14][C:15]2[O:26][C:25]3([CH2:31][CH2:30][CH:29]([O:32][CH3:33])[CH2:28][CH2:27]3)[C:18]3([N:22]=[C:21]([NH2:23])[C:20]([CH3:24])=[N:19]3)[C:16]=2[CH:17]=1.C([O-])([O-])=O.[K+].[K+]. The catalyst is O1CCOCC1.Cl[Pd]Cl.C1(P(C2C=CC=CC=2)[C-]2C=CC=C2)C=CC=CC=1.[C-]1(P(C2C=CC=CC=2)C2C=CC=CC=2)C=CC=C1.[Fe+2]. The product is [Cl:1][C:2]1[CH:3]=[C:4]([C:12]2[CH:13]=[CH:14][C:15]3[O:26][C:25]4([CH2:27][CH2:28][CH:29]([O:32][CH3:33])[CH2:30][CH2:31]4)[C:18]4([N:22]=[C:21]([NH2:23])[C:20]([CH3:24])=[N:19]4)[C:16]=3[CH:17]=2)[CH:5]=[CH:6][CH:7]=1. The yield is 0.410.